This data is from Catalyst prediction with 721,799 reactions and 888 catalyst types from USPTO. The task is: Predict which catalyst facilitates the given reaction. (1) Reactant: [I-].Cl[C:3]1C=CC=C[N+:4]=1C.C(N(CC)CC)C.Cl.CN.[C:20]([NH:23][CH2:24][CH2:25][N:26]1[C:34]2[C:29](=[CH:30][CH:31]=[C:32]([O:35][CH3:36])[CH:33]=2)[CH:28]=[C:27]1[C:37]([OH:39])=O)(=[O:22])[CH3:21]. Product: [C:20]([NH:23][CH2:24][CH2:25][N:26]1[C:34]2[C:29](=[CH:30][CH:31]=[C:32]([O:35][CH3:36])[CH:33]=2)[CH:28]=[C:27]1[C:37]([NH:4][CH3:3])=[O:39])(=[O:22])[CH3:21]. The catalyst class is: 4. (2) Reactant: [CH2:1]([C@H:8]1[CH2:16][O:15][CH2:14][C@H:13]([NH:17][C:18]([O:20][C:21]([CH3:24])([CH3:23])[CH3:22])=[O:19])[C:12](=[O:25])[O:11][C@@H:10]([CH3:26])[C@@H:9]1[O:27]/[CH:28]=[CH:29]/[C:30]([O:32][CH3:33])=[O:31])[C:2]1[CH:7]=[CH:6][CH:5]=[CH:4][CH:3]=1. Product: [CH2:1]([C@H:8]1[CH2:16][O:15][CH2:14][C@H:13]([NH:17][C:18]([O:20][C:21]([CH3:22])([CH3:23])[CH3:24])=[O:19])[C:12](=[O:25])[O:11][C@@H:10]([CH3:26])[C@@H:9]1[O:27][CH2:28][CH2:29][C:30]([O:32][CH3:33])=[O:31])[C:2]1[CH:7]=[CH:6][CH:5]=[CH:4][CH:3]=1. The catalyst class is: 99. (3) Reactant: [CH2:1]([O:8][C:9]1[CH:14]=[C:13]([N+:15]([O-])=O)[C:12]([F:18])=[CH:11][C:10]=1[C:19]([F:22])([F:21])[F:20])[C:2]1[CH:7]=[CH:6][CH:5]=[CH:4][CH:3]=1.[BH4-].[Na+]. Product: [CH2:1]([O:8][C:9]1[C:10]([C:19]([F:22])([F:20])[F:21])=[CH:11][C:12]([F:18])=[C:13]([CH:14]=1)[NH2:15])[C:2]1[CH:3]=[CH:4][CH:5]=[CH:6][CH:7]=1. The catalyst class is: 888. (4) Reactant: F[C:2]1[CH:9]=[C:8]([CH2:10][C:11]2[N:12]=[CH:13][N:14]([C:16]([C:29]3[CH:34]=[CH:33][CH:32]=[CH:31][CH:30]=3)([C:23]3[CH:28]=[CH:27][CH:26]=[CH:25][CH:24]=3)[C:17]3[CH:22]=[CH:21][CH:20]=[CH:19][CH:18]=3)[CH:15]=2)[CH:7]=[CH:6][C:3]=1[C:4]#[N:5].[CH2:35]([C:37]1([C:45]2[CH:50]=[CH:49][CH:48]=[C:47]([OH:51])[CH:46]=2)[CH2:43][CH2:42][CH2:41][CH2:40][NH:39][C:38]1=[O:44])[CH3:36].[F-].[K+].[CH2:54]1OCCOCCOCCOCCOCCOC1. Product: [CH2:35]([C:37]1([C:45]2[CH:46]=[C:47]([CH:48]=[CH:49][CH:50]=2)[O:51][C:2]2[CH:9]=[C:8]([CH2:10][C:11]3[N:12]=[CH:13][N:14]([C:16]([C:29]4[CH:34]=[CH:33][CH:32]=[CH:31][CH:30]=4)([C:23]4[CH:28]=[CH:27][CH:26]=[CH:25][CH:24]=4)[C:17]4[CH:22]=[CH:21][CH:20]=[CH:19][CH:18]=4)[CH:15]=3)[CH:7]=[CH:6][C:3]=2[C:4]#[N:5])[CH2:43][CH2:42][CH2:41][CH2:40][N:39]([CH3:54])[C:38]1=[O:44])[CH3:36]. The catalyst class is: 23. (5) Reactant: [CH:1]1([CH2:4][O:5][C:6]2[CH:7]=[CH:8][C:9]3[O:13][C:12]([CH:14]([NH:18][C:19]4[CH:20]=[CH:21][C:22]([C:25]([O:27]C)=[O:26])=[N:23][CH:24]=4)[CH:15]([CH3:17])[CH3:16])=[C:11]([CH3:29])[C:10]=3[CH:30]=2)[CH2:3][CH2:2]1.O1CCCC1.[OH-].[Na+]. Product: [CH:1]1([CH2:4][O:5][C:6]2[CH:7]=[CH:8][C:9]3[O:13][C:12]([CH:14]([NH:18][C:19]4[CH:20]=[CH:21][C:22]([C:25]([OH:27])=[O:26])=[N:23][CH:24]=4)[CH:15]([CH3:17])[CH3:16])=[C:11]([CH3:29])[C:10]=3[CH:30]=2)[CH2:3][CH2:2]1. The catalyst class is: 8. (6) Reactant: [C:1]([O:5][C:6](=[O:17])[NH:7][C@H:8]([C:11](=[O:16])N(OC)C)[CH2:9][CH3:10])([CH3:4])([CH3:3])[CH3:2].[C:18](=O)=O.CC(C)=O.C[Li].C(OCC)C.[Cl-].[NH4+]. Product: [C:1]([O:5][C:6](=[O:17])[NH:7][C@@H:8]([CH2:9][CH3:10])[C:11](=[O:16])[CH3:18])([CH3:2])([CH3:3])[CH3:4]. The catalyst class is: 7. (7) Reactant: [Cl:1][C:2]1[CH:7]=[CH:6][C:5]([CH:8]([C:26]2[CH:31]=[CH:30][C:29]([Cl:32])=[CH:28][CH:27]=2)[C:9]2[CH:10]=[C:11]3[C:16](=[CH:17][CH:18]=2)[N:15]=[CH:14][N:13]=[C:12]3[NH:19][CH:20]2[CH2:25][CH2:24][NH:23][CH2:22][CH2:21]2)=[CH:4][CH:3]=1.ClCCl.Cl[S:37]([CH2:40][C:41]([O:43][CH3:44])=[O:42])(=[O:39])=[O:38]. Product: [Cl:1][C:2]1[CH:7]=[CH:6][C:5]([CH:8]([C:26]2[CH:27]=[CH:28][C:29]([Cl:32])=[CH:30][CH:31]=2)[C:9]2[CH:10]=[C:11]3[C:16](=[CH:17][CH:18]=2)[N:15]=[CH:14][N:13]=[C:12]3[NH:19][CH:20]2[CH2:21][CH2:22][N:23]([S:37]([CH2:40][C:41]([O:43][CH3:44])=[O:42])(=[O:39])=[O:38])[CH2:24][CH2:25]2)=[CH:4][CH:3]=1. The catalyst class is: 66.